From a dataset of Full USPTO retrosynthesis dataset with 1.9M reactions from patents (1976-2016). Predict the reactants needed to synthesize the given product. (1) Given the product [F:36][C:33]([F:34])([F:35])[C:30]1[CH:31]=[CH:32][C:27](/[CH:26]=[CH:25]/[C:22]2[O:23][CH:24]=[C:20]([CH2:19][O:15][C:12]3[CH:11]=[CH:10][C:9]([CH2:8][CH2:7][CH2:6][N:1]4[CH:5]=[CH:4][N:3]=[N:2]4)=[CH:14][CH:13]=3)[N:21]=2)=[CH:28][CH:29]=1, predict the reactants needed to synthesize it. The reactants are: [N:1]1([CH2:6][CH2:7][CH2:8][C:9]2[CH:14]=[CH:13][C:12]([OH:15])=[CH:11][CH:10]=2)[CH:5]=[CH:4][N:3]=[N:2]1.[H-].[Na+].Cl[CH2:19][C:20]1[N:21]=[C:22](/[CH:25]=[CH:26]/[C:27]2[CH:32]=[CH:31][C:30]([C:33]([F:36])([F:35])[F:34])=[CH:29][CH:28]=2)[O:23][CH:24]=1. (2) Given the product [N:1]([C:4]1[CH:9]=[CH:8][C:7]([C:10]2[N:14]=[C:15]([NH2:17])[S:16][CH:11]=2)=[CH:6][CH:5]=1)=[N+:2]=[N-:3], predict the reactants needed to synthesize it. The reactants are: [N:1]([C:4]1[CH:9]=[CH:8][C:7]([C:10](=O)[CH2:11]Br)=[CH:6][CH:5]=1)=[N+:2]=[N-:3].[NH2:14][C:15]([NH2:17])=[S:16].C([O-])(O)=O.[Na+]. (3) Given the product [CH2:22]([O:21][C:13]1[CH:14]=[C:15]2[C:10](=[CH:11][C:12]=1[O:29][CH3:30])[CH2:9][NH:8][CH2:17][CH:16]2[O:18][CH2:19][CH3:20])[C:23]1[CH:28]=[CH:27][CH:26]=[CH:25][CH:24]=1, predict the reactants needed to synthesize it. The reactants are: C(OC([N:8]1[CH2:17][CH:16]([O:18][CH2:19][CH3:20])[C:15]2[C:10](=[CH:11][C:12]([O:29][CH3:30])=[C:13]([O:21][CH2:22][C:23]3[CH:28]=[CH:27][CH:26]=[CH:25][CH:24]=3)[CH:14]=2)[CH2:9]1)=O)(C)(C)C.CO.C(Cl)(=O)C.C(Cl)Cl. (4) Given the product [C:19]1([CH2:18][O:17][C:5]2[CH:4]=[CH:3][C:2]([C:39]3[CH:40]=[N:41][CH:42]=[CH:43][CH:44]=3)=[CH:16][C:6]=2[C:7]([NH:9][C:10]2[CH:11]=[N:12][CH:13]=[CH:14][CH:15]=2)=[O:8])[CH:24]=[CH:23][CH:22]=[CH:21][CH:20]=1, predict the reactants needed to synthesize it. The reactants are: Br[C:2]1[CH:3]=[CH:4][C:5]([O:17][CH2:18][C:19]2[CH:24]=[CH:23][CH:22]=[CH:21][CH:20]=2)=[C:6]([CH:16]=1)[C:7]([NH:9][C:10]1[CH:11]=[N:12][CH:13]=[CH:14][CH:15]=1)=[O:8].C(=O)([O-])[O-].[Na+].[Na+].CC1(C)C(C)(C)OB([C:39]2[CH:40]=[N:41][CH:42]=[CH:43][CH:44]=2)O1. (5) Given the product [C:16]([O:20][C:21](=[O:22])[NH:23][C@H:24]([C:25](=[O:26])[NH:8][C:5]1[CH:6]=[CH:7][C:2]([F:1])=[CH:3][C:4]=1[NH:9][C:10]1[CH:11]=[N:12][CH:13]=[CH:14][CH:15]=1)[CH:28]([CH3:29])[CH3:30])([CH3:17])([CH3:19])[CH3:18], predict the reactants needed to synthesize it. The reactants are: [F:1][C:2]1[CH:3]=[C:4]([NH:9][C:10]2[CH:11]=[N:12][CH:13]=[CH:14][CH:15]=2)[C:5]([NH2:8])=[CH:6][CH:7]=1.[C:16]([O:20][C:21]([NH:23][C@@H:24]([CH:28]([CH3:30])[CH3:29])[C:25](O)=[O:26])=[O:22])([CH3:19])([CH3:18])[CH3:17].C1C=NC2N(O)N=NC=2C=1.Cl.CN(C)CCCN=C=NCC.